This data is from Reaction yield outcomes from USPTO patents with 853,638 reactions. The task is: Predict the reaction yield, written as a fraction of the theoretical maximum amount of product (1.0 means a 100% yield; for example, 0.34 means a 34% yield). (1) The reactants are Cl[C:2]1[CH:3]=[CH:4][C:5]2[N:11]3[CH2:12][C@H:8]([CH2:9][CH2:10]3)[NH:7][C:6]=2[N:13]=1.[CH3:14][C@H:15]1[O:20][C@H:19]([CH3:21])[CH2:18][NH:17][CH2:16]1.CC([O-])(C)C.[K+]. The catalyst is COCCOC.CCOC(C)=O. The product is [CH3:21][C@H:19]1[O:20][C@H:15]([CH3:14])[CH2:16][N:17]([C:2]2[CH:3]=[CH:4][C:5]3[N:11]4[CH2:12][C@H:8]([CH2:9][CH2:10]4)[NH:7][C:6]=3[N:13]=2)[CH2:18]1. The yield is 0.673. (2) The product is [NH2:8][C:4]1[N:3]=[C:2]([NH:1][C:12](=[O:13])[C:11]2[C:15]([Cl:20])=[CH:16][C:17]([Cl:19])=[CH:18][C:10]=2[Cl:9])[CH:7]=[CH:6][CH:5]=1. The catalyst is O1CCOCC1. The reactants are [NH2:1][C:2]1[CH:7]=[CH:6][CH:5]=[C:4]([NH2:8])[N:3]=1.[Cl:9][C:10]1[CH:18]=[C:17]([Cl:19])[CH:16]=[C:15]([Cl:20])[C:11]=1[C:12](Cl)=[O:13]. The yield is 0.390.